The task is: Predict the reaction yield, written as a fraction of the theoretical maximum amount of product (1.0 means a 100% yield; for example, 0.34 means a 34% yield).. This data is from Reaction yield outcomes from USPTO patents with 853,638 reactions. The reactants are C(OC(=O)C)(=O)C.C([O-])(=O)C.[K+].[N:13](OCCC(C)C)=O.[CH3:21][S:22]([O:25][C:26]1[CH:31]=[CH:30][C:29]([NH:32][C:33](=[O:35])[CH3:34])=[C:28]([CH3:36])[C:27]=1[O:37][CH3:38])(=[O:24])=[O:23]. The catalyst is [Br-].C([N+](CCCC)(CCCC)CCCC)CCC.C(OCC)(=O)C.O. The product is [CH3:21][S:22]([O:25][C:26]1[C:27]([O:37][CH3:38])=[C:28]2[C:29](=[CH:30][CH:31]=1)[N:32]([C:33](=[O:35])[CH3:34])[N:13]=[CH:36]2)(=[O:24])=[O:23]. The yield is 0.700.